This data is from Forward reaction prediction with 1.9M reactions from USPTO patents (1976-2016). The task is: Predict the product of the given reaction. (1) Given the reactants Cl[C:2]1[O:3][C:4]2[C:5](=[C:7]([C:11]([O:13][CH3:14])=[O:12])[CH:8]=[CH:9][CH:10]=2)[N:6]=1.[CH3:15][O:16][CH:17]1[CH2:22][CH2:21][NH:20][CH2:19][CH2:18]1.[H-].[Na+], predict the reaction product. The product is: [CH3:15][O:16][CH:17]1[CH2:22][CH2:21][N:20]([C:2]2[O:3][C:4]3[C:5](=[C:7]([C:11]([O:13][CH3:14])=[O:12])[CH:8]=[CH:9][CH:10]=3)[N:6]=2)[CH2:19][CH2:18]1. (2) Given the reactants [C:1]([O:5][C:6]([NH:8][CH2:9][CH2:10][C:11]([OH:13])=O)=[O:7])([CH3:4])([CH3:3])[CH3:2].[C:14]([NH:17][NH2:18])(=[O:16])[CH3:15].F[B-](F)(F)F.N1(OC(N(C)C)=[N+](C)C)C2C=CC=C[C:27]=2N=N1.C(N(C(C)C)CC)(C)C, predict the reaction product. The product is: [O:13]=[C:11]([NH:18][NH:17][C:14](=[O:16])[CH2:15][CH3:27])[CH2:10][CH2:9][NH:8][C:6](=[O:7])[O:5][C:1]([CH3:2])([CH3:3])[CH3:4]. (3) Given the reactants [NH2:1][CH2:2][CH2:3][C:4]1[C:12]2[C:7](=[CH:8][CH:9]=[CH:10][CH:11]=2)[NH:6][CH:5]=1.CO[C:25]1[CH:24]=[C:23]([CH2:22]CN)[CH:28]=[CH:27][C:26]=1O[CH2:22][C:23]1[CH:28]=[CH:27][CH:26]=[CH:25][CH:24]=1.[Cl:32][CH2:33][CH2:34]C1SC(CC(O)=O)=CC=1.[S:44]1C=CC=C1CC(O)=O, predict the reaction product. The product is: [Cl:32][CH2:33][CH2:34][C:8]1[C:7]2=[N:6][C:5]3[C:4](=[CH:3][CH2:2][N:1]4[C:26]=3[CH2:27][C@@H:28]3[S:44][CH:25]=[CH:24][C:23]3=[CH:22]4)[C:12]2=[CH:11][CH2:10][CH:9]=1. (4) Given the reactants [NH2:1][C:2]1[N:11]=[C:10]([C:12]2[CH:17]=[CH:16][CH:15]=[CH:14][C:13]=2[OH:18])[CH:9]=[C:8]([CH:19]2[CH2:24][CH2:23][CH2:22][N:21]([C:25](OCC3C=CC=CC=3)=[O:26])[CH2:20]2)[C:3]=1C(OC)=O, predict the reaction product. The product is: [NH2:1][C:2]1[C:3]2[C:25](=[O:26])[N:21]3[CH2:20][CH:19]([CH2:24][CH2:23][CH2:22]3)[C:8]=2[CH:9]=[C:10]([C:12]2[CH:17]=[CH:16][CH:15]=[CH:14][C:13]=2[OH:18])[N:11]=1. (5) Given the reactants [Si]([O:8][CH:9]([C:15]1[CH:16]=[CH:17][C:18]2[O:22][C:21]([CH3:23])=[N:20][C:19]=2[C:24]=1[OH:25])[C:10]([O:12][CH2:13][CH3:14])=[O:11])(C(C)(C)C)(C)C.C(=O)([O-])[O-].[K+].[K+].[CH2:32](Br)[C:33]1[CH:38]=[CH:37][CH:36]=[CH:35][CH:34]=1.[F-].C([N+](CCCC)(CCCC)CCCC)CCC.O1CCCC1, predict the reaction product. The product is: [OH:8][CH:9]([C:15]1[CH:16]=[CH:17][C:18]2[O:22][C:21]([CH3:23])=[N:20][C:19]=2[C:24]=1[O:25][CH2:32][C:33]1[CH:38]=[CH:37][CH:36]=[CH:35][CH:34]=1)[C:10]([O:12][CH2:13][CH3:14])=[O:11].